Dataset: Forward reaction prediction with 1.9M reactions from USPTO patents (1976-2016). Task: Predict the product of the given reaction. (1) Given the reactants [Br:1][C:2]1[CH:7]=[CH:6][C:5]([CH2:8][CH3:9])=[CH:4][CH:3]=1.[Cl:10][S:11](O)(=[O:13])=[O:12], predict the reaction product. The product is: [Br:1][C:2]1[CH:7]=[CH:6][C:5]([CH2:8][CH3:9])=[C:4]([S:11]([Cl:10])(=[O:13])=[O:12])[CH:3]=1. (2) The product is: [CH3:22][C:23]1[CH:29]=[CH:28][CH:27]=[C:26]([CH3:30])[C:24]=1[NH:25][C:2]1[CH:3]=[CH:4][CH:5]=[C:6]2[C:11]=1[N:10]=[C:9]([C:12]1[C:21]3[C:16](=[CH:17][CH:18]=[CH:19][CH:20]=3)[CH:15]=[CH:14][CH:13]=1)[CH:8]=[CH:7]2. Given the reactants Br[C:2]1[CH:3]=[CH:4][CH:5]=[C:6]2[C:11]=1[N:10]=[C:9]([C:12]1[C:21]3[C:16](=[CH:17][CH:18]=[CH:19][CH:20]=3)[CH:15]=[CH:14][CH:13]=1)[CH:8]=[CH:7]2.[CH3:22][C:23]1[CH:29]=[CH:28][CH:27]=[C:26]([CH3:30])[C:24]=1[NH2:25].C1(P(C2CCCCC2)C2C=CC=CC=2C2C=CC=CC=2N(C)C)CCCCC1.CC([O-])(C)C.[Na+], predict the reaction product. (3) The product is: [CH3:26][O:25][C:23]([C:21]1[S:22][C:18]([C:2]2[CH:7]=[C:6]([CH3:8])[N+:5]([O-:9])=[N:4][CH:3]=2)=[CH:19][CH:20]=1)=[O:24]. Given the reactants Br[C:2]1[CH:7]=[C:6]([CH3:8])[N+:5]([O-:9])=[N:4][CH:3]=1.CC1(C)C(C)(C)OB([C:18]2[S:22][C:21]([C:23]([O:25][CH3:26])=[O:24])=[CH:20][CH:19]=2)O1.C([O-])([O-])=O.[Cs+].[Cs+].N#N, predict the reaction product. (4) Given the reactants [N+:1]([C:4]1[C:5](O)=[C:6]2[S:12][CH:11]=[CH:10][C:7]2=[N:8][CH:9]=1)([O-:3])=[O:2].P(Cl)(Cl)([Cl:16])=O, predict the reaction product. The product is: [Cl:16][C:5]1[C:4]([N+:1]([O-:3])=[O:2])=[CH:9][N:8]=[C:7]2[CH:10]=[CH:11][S:12][C:6]=12. (5) Given the reactants Br[C:2]1[CH:3]=[C:4]([CH:25]=[CH:26][N:27]=1)[C:5]([NH:7][C:8]1[S:9][C:10]2[C:16]([N:17]3[CH2:22][CH2:21][O:20][CH2:19][CH2:18]3)=[CH:15][CH:14]=[C:13]([O:23][CH3:24])[C:11]=2[N:12]=1)=[O:6].C(=O)([O-])[O-].[Cs+].[Cs+].[OH:34][CH:35]1[CH2:40][CH2:39][CH2:38][NH:37][CH2:36]1, predict the reaction product. The product is: [OH:34][CH:35]1[CH2:40][CH2:39][CH2:38][N:37]([C:2]2[CH:3]=[C:4]([CH:25]=[CH:26][N:27]=2)[C:5]([NH:7][C:8]2[S:9][C:10]3[C:16]([N:17]4[CH2:22][CH2:21][O:20][CH2:19][CH2:18]4)=[CH:15][CH:14]=[C:13]([O:23][CH3:24])[C:11]=3[N:12]=2)=[O:6])[CH2:36]1. (6) The product is: [OH2:3].[Cl:29][C:30]1[N:35]=[C:34]([N:26]2[CH2:25][CH2:24][N:23]([C:21]([C:19]3[CH:18]=[CH:17][CH:16]=[C:15]([C:9]4[CH:10]=[CH:11][C:12]([O:13][CH3:14])=[C:7]([O:6][CH3:5])[CH:8]=4)[N:20]=3)=[O:22])[CH2:28][CH2:27]2)[CH:33]=[CH:32][N:31]=1. Given the reactants C([OH:3])C.Cl.[CH3:5][O:6][C:7]1[CH:8]=[C:9]([C:15]2[N:20]=[C:19]([C:21]([N:23]3[CH2:28][CH2:27][NH:26][CH2:25][CH2:24]3)=[O:22])[CH:18]=[CH:17][CH:16]=2)[CH:10]=[CH:11][C:12]=1[O:13][CH3:14].[Cl:29][C:30]1[N:35]=[C:34](Cl)[CH:33]=[CH:32][N:31]=1, predict the reaction product.